Dataset: Peptide-MHC class I binding affinity with 185,985 pairs from IEDB/IMGT. Task: Regression. Given a peptide amino acid sequence and an MHC pseudo amino acid sequence, predict their binding affinity value. This is MHC class I binding data. (1) The peptide sequence is HTQAIEGAW. The MHC is HLA-B58:01 with pseudo-sequence HLA-B58:01. The binding affinity (normalized) is 0.936. (2) The peptide sequence is AEMWAQDAAM. The binding affinity (normalized) is 0. The MHC is HLA-A02:05 with pseudo-sequence HLA-A02:05.